From a dataset of Forward reaction prediction with 1.9M reactions from USPTO patents (1976-2016). Predict the product of the given reaction. (1) The product is: [Br:1][C:2]1[CH:9]=[CH:8][C:5]([CH2:6][N:18]2[CH2:19][CH2:20][S:21][CH:16]([C:10]3[CH:15]=[CH:14][CH:13]=[CH:12][CH:11]=3)[CH2:17]2)=[CH:4][CH:3]=1. Given the reactants [Br:1][C:2]1[CH:9]=[CH:8][C:5]([CH2:6]Br)=[CH:4][CH:3]=1.[C:10]1([CH:16]2[S:21][CH2:20][CH2:19][NH:18][CH2:17]2)[CH:15]=[CH:14][CH:13]=[CH:12][CH:11]=1.C(=O)([O-])[O-].[K+].[K+], predict the reaction product. (2) The product is: [CH3:16][O:15][CH2:14][CH2:13][O:12][C:4]1[C:3]([CH3:17])=[C:2]([CH:7]=[CH:6][C:5]=1[S:8]([CH3:11])(=[O:10])=[O:9])[C:18]([OH:20])=[O:19]. Given the reactants Cl[C:2]1[CH:7]=[CH:6][C:5]([S:8]([CH3:11])(=[O:10])=[O:9])=[C:4]([O:12][CH2:13][CH2:14][O:15][CH3:16])[C:3]=1[CH3:17].[C:18](=O)([O-:20])[O-:19].[Na+].[Na+].C(O)(C)C.[C]=O, predict the reaction product.